Dataset: Reaction yield outcomes from USPTO patents with 853,638 reactions. Task: Predict the reaction yield, written as a fraction of the theoretical maximum amount of product (1.0 means a 100% yield; for example, 0.34 means a 34% yield). (1) The reactants are Cl[C:2]1[CH:11]=[CH:10][N:9]=[C:8]2[C:3]=1[CH:4]=[CH:5][C:6]([C:12]([F:15])([F:14])[F:13])=[N:7]2.[F:16][C:17]1[C:22]([C:23]2[CH:28]=[C:27](B3OC(C)(C)C(C)(C)O3)[CH:26]=[CH:25][C:24]=2[F:38])=[CH:21][C:20]([C:39]#[N:40])=[CH:19][CH:18]=1. The yield is 0.270. The product is [F:16][C:17]1[C:22]([C:23]2[CH:28]=[C:27]([C:2]3[C:3]4[C:8](=[N:7][C:6]([C:12]([F:15])([F:14])[F:13])=[CH:5][CH:4]=4)[N:9]=[CH:10][CH:11]=3)[CH:26]=[CH:25][C:24]=2[F:38])=[CH:21][C:20]([C:39]#[N:40])=[CH:19][CH:18]=1. No catalyst specified. (2) The reactants are Cl.[CH3:2][C:3]1[N:4](C(OC(C)CC)=O)[C:5]2[C:6]([N:22]=1)=[N:7][CH:8]=[C:9]([C:11]1[CH:12]=[CH:13][C:14]3[O:20][CH2:19][CH2:18][NH:17][CH2:16][C:15]=3[CH:21]=1)[CH:10]=2.Cl[C:31]1[C:36]([CH3:37])=[C:35]([Cl:38])[N:34]=[CH:33][N:32]=1.C(N(C(C)C)CC)(C)C. The catalyst is CN1CCCC1=O.C(OCC)(=O)C. The product is [Cl:38][C:35]1[N:34]=[CH:33][N:32]=[C:31]([N:17]2[CH2:16][C:15]3[CH:21]=[C:11]([C:9]4[CH:10]=[C:5]5[NH:4][C:3]([CH3:2])=[N:22][C:6]5=[N:7][CH:8]=4)[CH:12]=[CH:13][C:14]=3[O:20][CH2:19][CH2:18]2)[C:36]=1[CH3:37]. The yield is 0.310. (3) The reactants are [CH2:1]([O:3][C:4]1([O:20][CH2:21][CH3:22])[CH2:9][CH2:8][N:7]([C@H:10]([C:12]2[CH:17]=[CH:16][CH:15]=[CH:14][CH:13]=2)[CH3:11])[C@@H:6]([CH2:18]O)[CH2:5]1)[CH3:2].C1(P(C2C=CC=CC=2)C2C=CC=CC=2)C=CC=CC=1.[C:42]1(=[O:52])[NH:46][C:45](=[O:47])[C:44]2=[CH:48][CH:49]=[CH:50][CH:51]=[C:43]12.N(C(OCC)=O)=NC(OCC)=O. The catalyst is O1CCCC1. The product is [CH2:21]([O:20][C:4]1([O:3][CH2:1][CH3:2])[CH2:9][CH2:8][N:7]([C@H:10]([C:12]2[CH:13]=[CH:14][CH:15]=[CH:16][CH:17]=2)[CH3:11])[C@@H:6]([CH2:18][N:46]2[C:42](=[O:52])[C:43]3=[CH:51][CH:50]=[CH:49][CH:48]=[C:44]3[C:45]2=[O:47])[CH2:5]1)[CH3:22]. The yield is 0.730. (4) The yield is 0.639. No catalyst specified. The product is [NH2:39][CH2:40][CH2:41][CH2:42][N:43]([CH3:48])[CH2:44][CH2:45][CH2:46][NH:47][C:20]1[C:21]2[C:29]3[C:24](=[CH:25][C:26]([C:30]([O:32][CH3:33])=[O:31])=[CH:27][CH:28]=3)[NH:23][C:22]=2[N:34]=[C:18]([CH2:17][C:16]2[CH:36]=[CH:37][CH:38]=[C:14]([CH:9]([O:8][CH2:1][C:2]3[CH:7]=[CH:6][CH:5]=[CH:4][CH:3]=3)[C:10]([F:13])([F:12])[F:11])[CH:15]=2)[N:19]=1. The reactants are [CH2:1]([O:8][CH:9]([C:14]1[CH:15]=[C:16]([CH:36]=[CH:37][CH:38]=1)[CH2:17][C:18]1[N:19]=[C:20](Cl)[C:21]2[C:29]3[C:24](=[CH:25][C:26]([C:30]([O:32][CH3:33])=[O:31])=[CH:27][CH:28]=3)[NH:23][C:22]=2[N:34]=1)[C:10]([F:13])([F:12])[F:11])[C:2]1[CH:7]=[CH:6][CH:5]=[CH:4][CH:3]=1.[NH2:39][CH2:40][CH2:41][CH2:42][N:43]([CH3:48])[CH2:44][CH2:45][CH2:46][NH2:47].CO. (5) The reactants are C([CH2:3][O:4][C:5]1[CH:10]=[CH:9][CH:8]=[CH:7][C:6]=1[O:11][CH3:12])#N.[NH3:13]. The catalyst is C(O)C.[Ni]. The product is [NH2:13][CH2:3][O:4][C:5]1[CH:10]=[CH:9][CH:8]=[CH:7][C:6]=1[O:11][CH3:12]. The yield is 0.350. (6) The reactants are [H-].[Na+].[I:3][C:4]1[C:5]([O:18][CH3:19])=[CH:6][C:7]([NH:10][C:11](=[O:17])[O:12][C:13]([CH3:16])([CH3:15])[CH3:14])=[N:8][CH:9]=1.[CH3:20]I. The catalyst is CN(C=O)C. The product is [I:3][C:4]1[C:5]([O:18][CH3:19])=[CH:6][C:7]([N:10]([CH3:20])[C:11](=[O:17])[O:12][C:13]([CH3:14])([CH3:15])[CH3:16])=[N:8][CH:9]=1. The yield is 0.860. (7) The reactants are [CH2:1]([NH:3][CH2:4][C:5]([N:7]1[CH2:12][CH2:11][O:10][C:9]2[CH:13]=[C:14]([N+:17]([O-:19])=[O:18])[CH:15]=[CH:16][C:8]1=2)=[O:6])[CH3:2].[C:20](O[C:20]([O:22][C:23]([CH3:26])([CH3:25])[CH3:24])=[O:21])([O:22][C:23]([CH3:26])([CH3:25])[CH3:24])=[O:21].C(N(CC)CC)C. The catalyst is O1CCOCC1.O. The product is [CH2:1]([N:3]([CH2:4][C:5]([N:7]1[CH2:12][CH2:11][O:10][C:9]2[CH:13]=[C:14]([N+:17]([O-:19])=[O:18])[CH:15]=[CH:16][C:8]1=2)=[O:6])[C:20](=[O:21])[O:22][C:23]([CH3:26])([CH3:25])[CH3:24])[CH3:2]. The yield is 0.830. (8) The reactants are [CH3:1][O:2][C:3]([C:5]1[C:6]([C:22]2[C:27]([O:28][CH3:29])=[CH:26][CH:25]=[CH:24][C:23]=2[O:30][CH3:31])=[CH:7][CH:8]=[C:9]([NH:14][C:15]([C:18](OC)=[O:19])([CH3:17])[CH3:16])[C:10]=1[N+:11]([O-])=O)=[O:4].[Sn](Cl)Cl.C([O-])(O)=O.[Na+]. The catalyst is CCO.CCOC(C)=O. The product is [CH3:1][O:2][C:3]([C:5]1[C:10]2[NH:11][C:18](=[O:19])[C:15]([CH3:16])([CH3:17])[NH:14][C:9]=2[CH:8]=[CH:7][C:6]=1[C:22]1[C:27]([O:28][CH3:29])=[CH:26][CH:25]=[CH:24][C:23]=1[O:30][CH3:31])=[O:4]. The yield is 0.730. (9) The yield is 0.978. The catalyst is CN(C)C1C=CN=CC=1.C(Cl)Cl. The reactants are [OH:1][CH:2]1[CH2:7][CH2:6][CH:5]([NH:8][C:9]2[CH:17]=[C:16]([N:18]3[C:26]4[CH2:25][C:24]([CH3:28])([CH3:27])[CH2:23][C:22](=[O:29])[C:21]=4[C:20]([CH3:30])=[N:19]3)[CH:15]=[CH:14][C:10]=2[C:11]([NH2:13])=[O:12])[CH2:4][CH2:3]1.[NH:31]([C:37]([O:39][C:40]([CH3:43])([CH3:42])[CH3:41])=[O:38])[CH2:32][CH2:33][C:34](O)=[O:35].CCN=C=NCCCN(C)C.Cl. The product is [C:11]([C:10]1[CH:14]=[CH:15][C:16]([N:18]2[C:26]3[CH2:25][C:24]([CH3:27])([CH3:28])[CH2:23][C:22](=[O:29])[C:21]=3[C:20]([CH3:30])=[N:19]2)=[CH:17][C:9]=1[NH:8][CH:5]1[CH2:6][CH2:7][CH:2]([O:1][C:34](=[O:35])[CH2:33][CH2:32][NH:31][C:37]([O:39][C:40]([CH3:42])([CH3:41])[CH3:43])=[O:38])[CH2:3][CH2:4]1)(=[O:12])[NH2:13]. (10) The reactants are [Br:1][C:2]1[C:3]([C:12]2[CH:17]=[CH:16][CH:15]=[CH:14][CH:13]=2)=[N:4][N:5]2[C:10](Cl)=[CH:9][CH:8]=[N:7][C:6]=12.[NH:18]1[CH2:22][CH2:21][CH2:20][CH2:19]1. The catalyst is C(O)C. The product is [Br:1][C:2]1[C:3]([C:12]2[CH:17]=[CH:16][CH:15]=[CH:14][CH:13]=2)=[N:4][N:5]2[C:10]([N:18]3[CH2:22][CH2:21][CH2:20][CH2:19]3)=[CH:9][CH:8]=[N:7][C:6]=12. The yield is 0.770.